This data is from Forward reaction prediction with 1.9M reactions from USPTO patents (1976-2016). The task is: Predict the product of the given reaction. (1) Given the reactants [CH3:1][CH:2]1[CH2:7][CH2:6][CH2:5][CH2:4][CH:3]1[NH:8][C:9]1[C:10]2[N:11]([CH:17]=[CH:18][CH:19]=2)[N:12]=[CH:13]C=1C#N.[OH-:20].[Na+].Cl.[CH3:23][CH2:24][OH:25], predict the reaction product. The product is: [CH3:1][CH:2]1[CH2:7][CH2:6][CH2:5][CH2:4][CH:3]1[NH:8][C:9]1[C:10]2[N:11]([CH:17]=[CH:18][CH:19]=2)[N:12]=[CH:13][C:23]=1[C:24]([OH:20])=[O:25]. (2) Given the reactants [CH2:1]=[O:2].[NH2:3][CH2:4][CH2:5][CH2:6][Si:7]([O:14][CH2:15][CH3:16])([O:11][CH2:12][CH3:13])[O:8][CH2:9][CH3:10].CO[C:19]1[CH:24]=C[C:22]([OH:25])=[CH:21][CH:20]=1, predict the reaction product. The product is: [CH2:9]([O:8][SiH:7]([O:14][CH2:15][CH3:16])[O:11][CH2:12][CH3:13])[CH3:10].[CH3:1][O:2][C:4]1[NH:3][O:25][C:22]2[CH:21]=[CH:20][CH:19]=[CH:24][C:6]=2[CH:5]=1. (3) Given the reactants [CH:1]1[C:17]2[CH2:16][C@H:15]3[N:18]([CH2:20][CH2:21][C@@:7]45[C@H:14]3[CH:13]=[CH:12][C@H:10]([OH:11])[C@@H:8]4[O:9][C:5]([C:6]=25)=[C:3]([OH:4])[CH:2]=1)[CH3:19].[S:22]([OH:26])([OH:25])(=[O:24])=[O:23].C1C2C[C@H]3N(CC[C@@]45[C@H]3C=C[C@H](O)[C@@H]4OC(C=25)=C([OH:30])C=1)C.[O:48]1CCCC1.CN(C)C=[O:56], predict the reaction product. The product is: [OH2:4].[OH2:23].[OH2:30].[OH2:48].[OH2:56].[S:22]([OH:26])([OH:25])(=[O:24])=[O:23].[CH:1]1[C:17]2[CH2:16][C@H:15]3[N:18]([CH2:20][CH2:21][C@@:7]45[C@H:14]3[CH:13]=[CH:12][C@H:10]([OH:11])[C@@H:8]4[O:9][C:5]([C:6]=25)=[C:3]([OH:4])[CH:2]=1)[CH3:19].